Task: Binary Classification. Given a miRNA mature sequence and a target amino acid sequence, predict their likelihood of interaction.. Dataset: Experimentally validated miRNA-target interactions with 360,000+ pairs, plus equal number of negative samples (1) The miRNA is hsa-miR-338-5p with sequence AACAAUAUCCUGGUGCUGAGUG. The protein sequence of the target gene is MHQPPESTAAAAAAADISARKMAHPAMFPRRGSGGGSASALNAAGTGVSGAAPSSEDFPPPSLLQPPPPAASSTQGPQPPPPQSLNLLSQAQLQGQPLAPGGTQMKKKSGFQITSVTPAQISASISSNNSIAEDTESYDDLDESHTEDLSSSEILDVSLSRATDLGEPERSSSEETLNNFQEAETPGAVSPNQPHLPQPHLPHLPQQNVVINGNAHPHHLHHHHHPHHGHHLHHGHHHSSHAAVAGPSIPGGPPSSPVSRKLSTTGSSDGGVPVAPPPAVPSSGLPASVMTNIRTPSTTG.... Result: 0 (no interaction). (2) The miRNA is ath-miR857 with sequence UUUUGUAUGUUGAAGGUGUAU. The protein sequence of the target gene is MTLRCLEPSGNGADRTRSQWGTAGLPEEQSPEAARLAKALRELSQTGWYWGSMTVNEAKEKLKEAPEGTFLIRDSSHSDYLLTISVKTSAGPTNLRIEYQDGKFRLDSIICVKSKLKQFDSVVHLIDYYVQMCKDKRTGPEAPRNGTVHLYLTKPLYTSAPTLQHFCRLAINKCTGTIWGLPLPTRLKDYLEEYKFQV. Result: 0 (no interaction). (3) The miRNA is hsa-miR-4421 with sequence ACCUGUCUGUGGAAAGGAGCUA. The protein sequence of the target gene is MSHTASSCQELVENCAVHVAGMAQEDSRRGQVPSSFYHGANQELDLSTKVYKRESGSPYSVLVDTKMSKPHLHETEEQPYFRETRAVSDVHAVKEDRENSDDTEEEEEEVSYKREQIIVEVNLNNQTLNVSKGEKGVSSQSKETPVLKTSSEEEEEESEEEATDDSNDYGENEKQKKKEKIVEKVSVTQRRTRRAASVAAATTSPTPRTTRGRRKSVEPPKRKKRATKEPKAPVQKAKCEEKETLTCEKCPRVFNTRWYLEKHMNVTHRRMQICDKCGKKFVLESELSLHQQTDCEKNIQ.... Result: 1 (interaction). (4) The miRNA is hsa-miR-450b-3p with sequence UUGGGAUCAUUUUGCAUCCAUA. The protein sequence of the target gene is MSDPITLNVGGKLYTTSLATLTSFPDSMLGAMFSGKMPTKRDSQGNCFIDRDGKVFRYILNFLRTSHLDLPEDFQEMGLLRREADFYQVQPLIEALQEKEVELSKAEKNAMLNITLNQRVQTVHFTVREAPQIYSLSSSSMEVFNANIFSTSCLFLKLLGSKLFYCSNGNLSSITSHLQDPNHLTLDWVANVEGLPEEEYTKQNLKRLWVVPANKQINSFQVFVEEVLKIALSDGFCIDSSHPHALDFMNNKIIRLIRYR. Result: 1 (interaction). (5) The miRNA is hsa-miR-6862-3p with sequence CCUCACCCAGCUCUCUGGCCCUCU. The protein sequence of the target gene is MGRRKSKRKPPPKKKMTGTLETQFTCPFCNHEKSCDVKMDRARNTGVISCTVCLEEFQTPITYLSEPVDVYSDWIDACEAANQ. Result: 0 (no interaction). (6) The miRNA is hsa-miR-2114-3p with sequence CGAGCCUCAAGCAAGGGACUU. The protein sequence of the target gene is MRSPRTFTFYFLLLVICSSEAALSTPTEPIVQPSILQEHELAGEELLRPKRAAAAGDRVAEEYMVDIEISFENVSFLESIRAHLNNLSFPIRGTEADILNIAMTTVCTPAGNDLLCFCEKGYQWSEERCLHSLTCQDYDSALPGGYCSCLKGLPPQGPFCQLPEAFITLKLKVRLNIGFQEDLKNTSSALYRSYKTDLERAFRAGYRTLPGFRSVTVTQFTKGSVVVNYVVRVTSAPLPGSIHKANEQVIQNLNHTYKMDYNSFQGTPSNETKFTVIPEFIFEGDNVTLECETEFVTSNT.... Result: 0 (no interaction). (7) The miRNA is hsa-miR-3179 with sequence AGAAGGGGUGAAAUUUAAACGU. The protein sequence of the target gene is MEFDCEGLRRLLGKYKFRDLTVEELRNVNVFFPHFKYSMDTYVFKDSSQKDLLNFTGTIPVMYQGNTYNIPIRFWILDSHPFAPPICFLKPTANMGILVGKHVDAQGRIYLPYLQNWSHPKSVIVGLIKEMIAKFQEELPMYSLSSSDEARQVDLLAYIAKITEGVSDTNSKSWANHENKTVNKITVVGGGELGIACTLAISAKGIADRLVLLDLSEGTKGATMDLEIFNLPNVEISKDLSASAHSKVVIFTVNSLGSSQSYLDVVQSNVDMFRALVPALGHYSQHSVLLVASQPVEIMT.... Result: 0 (no interaction). (8) The miRNA is hsa-miR-770-5p with sequence UCCAGUACCACGUGUCAGGGCCA. The protein sequence of the target gene is MEMFTFLLTCIFLPLLRGHSLFTCEPITVPRCMKMAYNMTFFPNLMGHYDQSIAAVEMEHFLPLANLECSPNIETFLCKAFVPTCIEQIHVVPPCRKLCEKVYSDCKKLIDTFGIRWPEELECDRLQYCDETVPVTFDPHTEFLGPQKKTEQVQRDIGFWCPRHLKTSGGQGYKFLGIDQCAPPCPNMYFKSDELEFAKSFIGTVSIFCLCATLFTFLTFLIDVRRFRYPERPIIYYSVCYSIVSLMYFIGFLLGDSTACNKADEKLELGDTVVLGSQNKACTVLFMLLYFFTMAGTVWW.... Result: 1 (interaction). (9) The miRNA is hsa-miR-211-3p with sequence GCAGGGACAGCAAAGGGGUGC. The protein sequence of the target gene is MPGVKLTTQAYCKMVLHGAKYPHCAVNGLLVAEKQKPRKEHLPLGGPGAHHTLFVDCIPLFHGTLALAPMLEVALTLIDSWCKDHSYVIAGYYQANERVKDASPNQVAEKVASRIAEGFSDTALIMVDNTKFTMDCVAPTIHVYEHHENRWRCRDPHHDYCEDWPEAQRISASLLDSRSYETLVDFDNHLDDIRNDWTNPEINKAVLHLC. Result: 1 (interaction). (10) The miRNA is hsa-miR-2277-3p with sequence UGACAGCGCCCUGCCUGGCUC. The protein sequence of the target gene is MMEAIKKKMQMLKLDKENVLDRAEQAEAEQKQAEERSKQLEDELATMQKKLKGTEDELDKYSEALKDAQEKLELAEKKAADAEAEVASLNRRIQLVEEELDRAQERLATALQKLEEAEKAADESERGMKVIENRALKDEEKMELQEIQLKEAKHIAEEADRKYEEVARKLVIIEGDLERTEERAELAESKCSELEEELKNVTNNLKSLEAQAEKYSQKEDKYEEEIKILTDKLKEAETRAEFAERSVAKLEKTIDDLEDELYAQKLKYKAISDELDHALNDMTSI. Result: 0 (no interaction).